Dataset: Peptide-MHC class I binding affinity with 185,985 pairs from IEDB/IMGT. Task: Regression. Given a peptide amino acid sequence and an MHC pseudo amino acid sequence, predict their binding affinity value. This is MHC class I binding data. (1) The peptide sequence is YITDYSNDI. The MHC is HLA-A23:01 with pseudo-sequence HLA-A23:01. The binding affinity (normalized) is 0.0847. (2) The peptide sequence is FMPKVNFEV. The MHC is HLA-C08:02 with pseudo-sequence HLA-C08:02. The binding affinity (normalized) is 0.0847. (3) The peptide sequence is KSRQGDTKV. The MHC is HLA-A02:12 with pseudo-sequence HLA-A02:12. The binding affinity (normalized) is 0.0847. (4) The peptide sequence is APSYRNFSF. The MHC is HLA-E01:01 with pseudo-sequence HLA-E01:03. The binding affinity (normalized) is 0.0847.